This data is from Forward reaction prediction with 1.9M reactions from USPTO patents (1976-2016). The task is: Predict the product of the given reaction. (1) Given the reactants [CH3:1][O:2][C:3](=[O:37])[C@@H:4]([NH:14][C:15]([C:17]1[C:18]([CH3:36])=[N:19][C:20]([NH:24][CH2:25][CH2:26][CH2:27][C:28]2[CH:33]=[CH:32][C:31]([CH3:34])=[C:30]([OH:35])[CH:29]=2)=[N:21][C:22]=1[CH3:23])=[O:16])[CH2:5][NH:6][C:7](OC(C)(C)C)=[O:8].[C:38](O)([C:40](F)(F)F)=O.C(Cl)Cl.C(N(CC)CC)C.[S:55]1[CH:59]=CC=[C:56]1C(O)=O.CN(C(ON1N=NC2C=CC=CC1=2)=[N+](C)C)C.F[P-](F)(F)(F)(F)F.C1C=CC2N(O)N=NC=2C=1, predict the reaction product. The product is: [CH3:1][O:2][C:3](=[O:37])[C@@H:4]([NH:14][C:15]([C:17]1[C:18]([CH3:36])=[N:19][C:20]([NH:24][CH2:25][CH2:26][CH2:27][C:28]2[CH:33]=[CH:32][C:31]([CH3:34])=[C:30]([OH:35])[CH:29]=2)=[N:21][C:22]=1[CH3:23])=[O:16])[CH2:5][NH:6][C:7]([C:56]1[S:55][CH:59]=[CH:38][CH:40]=1)=[O:8]. (2) Given the reactants [Cl:1][C:2]1[CH:7]=[CH:6][CH:5]=[C:4]([N:8]=[C:9]=[O:10])[CH:3]=1.[CH3:11][CH:12]([CH3:35])[CH:13]([NH:18][C:19]([C:21]1[S:22][C:23]([C:26]2[CH:31]=[CH:30][C:29]([N+:32]([O-])=O)=[CH:28][CH:27]=2)=[CH:24][N:25]=1)=[O:20])[C:14]([O:16][CH3:17])=[O:15], predict the reaction product. The product is: [Cl:1][C:2]1[CH:3]=[C:4]([NH:8][C:9](=[O:10])[NH:32][C:29]2[CH:30]=[CH:31][C:26]([C:23]3[S:22][C:21]([C:19]([NH:18][C@@H:13]([CH:12]([CH3:35])[CH3:11])[C:14]([O:16][CH3:17])=[O:15])=[O:20])=[N:25][CH:24]=3)=[CH:27][CH:28]=2)[CH:5]=[CH:6][CH:7]=1.